From a dataset of Full USPTO retrosynthesis dataset with 1.9M reactions from patents (1976-2016). Predict the reactants needed to synthesize the given product. (1) Given the product [OH:1][C:2]([C:11]1[CH:16]=[CH:15][CH:14]=[CH:13][CH:12]=1)([C:6]1[S:7][CH:8]=[CH:9][CH:10]=1)[C:3]([O:5][CH2:22][CH:23]1[CH:28]2[CH:24]1[CH2:25][N:26]([CH2:29][C:30]1[CH:35]=[CH:34][CH:33]=[CH:32][CH:31]=1)[CH2:27]2)=[O:4], predict the reactants needed to synthesize it. The reactants are: [OH:1][C:2]([C:11]1[CH:16]=[CH:15][CH:14]=[CH:13][CH:12]=1)([C:6]1[S:7][CH:8]=[CH:9][CH:10]=1)[C:3]([OH:5])=[O:4].CS(O[CH2:22][CH:23]1[CH:28]2[CH:24]1[CH2:25][N:26]([CH2:29][C:30]1[CH:35]=[CH:34][CH:33]=[CH:32][CH:31]=1)[CH2:27]2)(=O)=O.N12CCCN=C1CCCCC2. (2) Given the product [Cl:37][C:32]1[CH:31]=[C:30]([CH2:29][C:28]([N:27]([CH3:39])[C@@H:20]([C:16]2[CH:17]=[CH:18][CH:19]=[C:14]([NH:13][C:2](=[O:4])[NH:67][CH2:66][CH2:65][O:64][CH2:63][CH2:62][O:61][CH2:60][CH2:59][O:58][CH2:57][CH2:56][O:55][CH2:54][CH2:53][O:52][CH3:51])[CH:15]=2)[CH2:21][N:22]2[CH2:23][CH2:24][CH2:25][CH2:26]2)=[O:38])[CH:35]=[CH:34][C:33]=1[Cl:36], predict the reactants needed to synthesize it. The reactants are: Cl[C:2](Cl)([O:4]C(=O)OC(Cl)(Cl)Cl)Cl.[NH2:13][C:14]1[CH:15]=[C:16]([C@H:20]([N:27]([CH3:39])[C:28](=[O:38])[CH2:29][C:30]2[CH:35]=[CH:34][C:33]([Cl:36])=[C:32]([Cl:37])[CH:31]=2)[CH2:21][N:22]2[CH2:26][CH2:25][CH2:24][CH2:23]2)[CH:17]=[CH:18][CH:19]=1.C(N(CC)CC)C.ClC(Cl)C.[CH3:51][O:52][CH2:53][CH2:54][O:55][CH2:56][CH2:57][O:58][CH2:59][CH2:60][O:61][CH2:62][CH2:63][O:64][CH2:65][CH2:66][NH2:67]. (3) Given the product [CH3:47][C:49]1([CH3:50])[O:42][CH:39]([CH2:38][NH:37][C:35]([C:30]2[NH:31][C:32]3[C:28]([CH:29]=2)=[CH:27][C:26]([O:25][C:22]2[CH:23]=[CH:24][C:19]([C:6]4[N:7]([CH2:10][C:11]5[CH:16]=[CH:15][C:14]([CH3:17])=[CH:13][C:12]=5[CH3:18])[C:8](=[O:9])[C:3]([C:1]#[N:2])=[C:4]([C:43]([F:44])([F:45])[F:46])[CH:5]=4)=[CH:20][CH:21]=2)=[CH:34][CH:33]=3)=[O:36])[CH2:40][O:41]1, predict the reactants needed to synthesize it. The reactants are: [C:1]([C:3]1[C:8](=[O:9])[N:7]([CH2:10][C:11]2[CH:16]=[CH:15][C:14]([CH3:17])=[CH:13][C:12]=2[CH3:18])[C:6]([C:19]2[CH:24]=[CH:23][C:22]([O:25][C:26]3[CH:27]=[C:28]4[C:32](=[CH:33][CH:34]=3)[NH:31][C:30]([C:35]([NH:37][CH2:38][CH:39]([OH:42])[CH2:40][OH:41])=[O:36])=[CH:29]4)=[CH:21][CH:20]=2)=[CH:5][C:4]=1[C:43]([F:46])([F:45])[F:44])#[N:2].[C:47]([C:49]1C(=O)N(CC2C=CC(C)=CC=2C)C(C2C=CC(OC3C=C4C(=CC=3)NC(C(O)=O)=C4)=CC=2)=C[C:50]=1C(F)(F)F)#N.CCN=C=NCCCN(C)C.Cl.C1C=CC2N(O)N=NC=2C=1.CC1(C)OC(CN)CO1. (4) Given the product [CH2:1]([N:3]1[C:12]2[C:7](=[CH:8][C:9]([OH:15])=[C:10]([OH:13])[CH:11]=2)[C:6](=[O:16])[C:5]([C:17]([O:19][CH3:24])=[O:18])=[N:4]1)[CH3:2], predict the reactants needed to synthesize it. The reactants are: [CH2:1]([N:3]1[C:12]2[C:7](=[CH:8][C:9]3[O:15]C[O:13][C:10]=3[CH:11]=2)[C:6](=[O:16])[C:5]([C:17]([OH:19])=[O:18])=[N:4]1)[CH3:2].B(Br)(Br)Br.[CH3:24]O. (5) The reactants are: [CH3:1][NH:2][C:3](=[O:13])[C:4]1[CH:9]=[CH:8][CH:7]=[C:6]([CH:10]=O)[C:5]=1[OH:12].C1(C)C=CC(C2C(C([NH:28][NH2:29])=O)=CC=CC=2)=CC=1.[C:31]1([CH3:41])[CH:36]=[CH:35][C:34](S(O)(=O)=O)=[CH:33][CH:32]=1. Given the product [CH3:1][NH:2][C:3](=[O:13])[C:4]1[CH:9]=[CH:8][CH:7]=[C:6]([CH:10]=[N:28][NH:29][C:34]2[CH:35]=[CH:36][C:31]([CH3:41])=[CH:32][CH:33]=2)[C:5]=1[OH:12], predict the reactants needed to synthesize it. (6) The reactants are: C([O:5][C:6]([CH:8]1[CH:12]([C:13]2[CH:18]=[CH:17][CH:16]=[C:15]([Cl:19])[C:14]=2[F:20])[C:11]([C:23]2[CH:28]=[CH:27][C:26]([Cl:29])=[C:25]([F:30])[CH:24]=2)([C:21]#[N:22])[CH:10]([CH2:31][C:32]([CH3:35])([CH3:34])[CH3:33])[NH:9]1)=[O:7])(C)(C)C.OS(O)(=O)=O. Given the product [Cl:19][C:15]1[C:14]([F:20])=[C:13]([CH:12]2[C:11]([C:23]3[CH:28]=[CH:27][C:26]([Cl:29])=[C:25]([F:30])[CH:24]=3)([C:21]#[N:22])[CH:10]([CH2:31][C:32]([CH3:34])([CH3:35])[CH3:33])[NH:9][CH:8]2[C:6]([OH:7])=[O:5])[CH:18]=[CH:17][CH:16]=1, predict the reactants needed to synthesize it. (7) Given the product [CH2:2]([O:4][C:5](=[O:34])[CH2:6][C:7]1[CH:8]=[C:9]([C:15]2[CH:20]=[CH:19][C:18]([C:21]3[CH:22]=[N:23][C:24]([O:27][CH2:28][CH3:29])=[CH:25][CH:26]=3)=[CH:17][C:16]=2[CH2:30][N:31]([C:38]([CH:35]2[CH2:37][CH2:36]2)=[O:39])[CH2:32][CH3:33])[C:10]([O:13][CH3:14])=[CH:11][CH:12]=1)[CH3:3], predict the reactants needed to synthesize it. The reactants are: Cl.[CH2:2]([O:4][C:5](=[O:34])[CH2:6][C:7]1[CH:8]=[C:9]([C:15]2[CH:20]=[CH:19][C:18]([C:21]3[CH:22]=[N:23][C:24]([O:27][CH2:28][CH3:29])=[CH:25][CH:26]=3)=[CH:17][C:16]=2[CH2:30][NH:31][CH2:32][CH3:33])[C:10]([O:13][CH3:14])=[CH:11][CH:12]=1)[CH3:3].[CH:35]1([C:38](Cl)=[O:39])[CH2:37][CH2:36]1.